From a dataset of Forward reaction prediction with 1.9M reactions from USPTO patents (1976-2016). Predict the product of the given reaction. (1) Given the reactants [NH:1]1[C:9]2[C:4](=[CH:5][C:6]([C:10]3[CH:15]=[C:14]([C:16]4[S:17][C:18]5[C:24]([C:25]6[CH:30]=[CH:29][C:28]([Cl:31])=[CH:27][CH:26]=6)=[C:23]([C@H:32]([O:38][C:39]([CH3:42])([CH3:41])[CH3:40])[C:33]([O:35][CH2:36][CH3:37])=[O:34])[C:22]([CH3:43])=[CH:21][C:19]=5[N:20]=4)[CH:13]=[CH:12][N:11]=3)=[CH:7][CH:8]=2)[CH:3]=[N:2]1.[F:44][C:45]([F:58])([F:57])I1C2C=CC=CC=2C(C)(C)O1.[N-](S(C(F)(F)F)(=O)=O)S(C(F)(F)F)(=O)=O, predict the reaction product. The product is: [C:39]([O:38][C@@H:32]([C:23]1[C:22]([CH3:43])=[CH:21][C:19]2[N:20]=[C:16]([C:14]3[CH:13]=[CH:12][N:11]=[C:10]([C:6]4[CH:5]=[C:4]5[C:9](=[CH:8][CH:7]=4)[N:1]([C:45]([F:58])([F:57])[F:44])[N:2]=[CH:3]5)[CH:15]=3)[S:17][C:18]=2[C:24]=1[C:25]1[CH:26]=[CH:27][C:28]([Cl:31])=[CH:29][CH:30]=1)[C:33]([O:35][CH2:36][CH3:37])=[O:34])([CH3:42])([CH3:41])[CH3:40]. (2) Given the reactants [F:1][C:2]([C:5]1[CH:6]=[C:7]([CH:24]=[CH:25][CH:26]=1)[CH2:8][CH:9]([CH:15]([C:17]1[CH:22]=[CH:21][C:20]([F:23])=[CH:19][CH:18]=1)[OH:16])[C:10]([O:12]CC)=[O:11])([F:4])[CH3:3].[OH-].[Na+], predict the reaction product. The product is: [F:1][C:2]([C:5]1[CH:6]=[C:7]([CH:24]=[CH:25][CH:26]=1)[CH2:8][CH:9]([CH:15]([C:17]1[CH:18]=[CH:19][C:20]([F:23])=[CH:21][CH:22]=1)[OH:16])[C:10]([OH:12])=[O:11])([F:4])[CH3:3]. (3) Given the reactants [NH2-].[Li+].[CH3:3][C:4](=[O:11])[CH2:5][CH2:6][CH2:7][CH2:8][CH2:9][CH3:10].[C:12]([O:18]CC)(=O)[CH2:13][CH2:14][CH2:15][CH3:16].Cl.[C:22](OC)(C)(C)[CH3:23], predict the reaction product. The product is: [CH3:10][CH2:9][CH2:8][CH2:7][CH2:6][CH2:5][C:4](=[O:11])[CH2:3][C:12](=[O:18])[CH2:13][CH2:14][CH2:15][CH2:16][CH2:22][CH3:23]. (4) Given the reactants [N:1]1[CH:6]=[CH:5][CH:4]=[CH:3][C:2]=1[CH2:7][C:8]([O:10][CH2:11][CH3:12])=[O:9].[H-].[Na+].Br[CH:16]1[CH2:20][CH2:19][CH2:18][CH2:17]1.O, predict the reaction product. The product is: [CH:16]1([CH:7]([C:2]2[CH:3]=[CH:4][CH:5]=[CH:6][N:1]=2)[C:8]([O:10][CH2:11][CH3:12])=[O:9])[CH2:20][CH2:19][CH2:18][CH2:17]1. (5) Given the reactants [Br:1][C:2]1[CH:3]=[C:4]([C:8]2([C:11]#[N:12])[CH2:10][CH2:9]2)[CH:5]=[N:6][CH:7]=1.[OH-:13].[NH4+].OO, predict the reaction product. The product is: [Br:1][C:2]1[CH:3]=[C:4]([C:8]2([C:11]([NH2:12])=[O:13])[CH2:9][CH2:10]2)[CH:5]=[N:6][CH:7]=1. (6) Given the reactants [C:1]([C:3]1[C:4]([CH2:18][N:19]2[C:28](=[O:29])[C:27]3[C:22](=[CH:23][CH:24]=[CH:25][CH:26]=3)[N:21]=[CH:20]2)=[C:5]([C:14]([O:16]C)=[O:15])[S:6][C:7]=1[N:8]1[CH2:13][CH2:12][O:11][CH2:10][CH2:9]1)#[N:2].O.CO.[OH-].[Na+:34], predict the reaction product. The product is: [Na+:34].[C:1]([C:3]1[C:4]([CH2:18][N:19]2[C:28](=[O:29])[C:27]3[C:22](=[CH:23][CH:24]=[CH:25][CH:26]=3)[N:21]=[CH:20]2)=[C:5]([C:14]([O-:16])=[O:15])[S:6][C:7]=1[N:8]1[CH2:13][CH2:12][O:11][CH2:10][CH2:9]1)#[N:2].